The task is: Predict the reaction yield, written as a fraction of the theoretical maximum amount of product (1.0 means a 100% yield; for example, 0.34 means a 34% yield).. This data is from Reaction yield outcomes from USPTO patents with 853,638 reactions. (1) The reactants are [CH3:1][O:2][CH2:3][CH2:4][N:5]([CH3:20])[C:6](=[N:8][C:9]1[CH:17]=[C:16]2[C:12]([CH2:13][C@@H:14]([OH:19])[C@@H:15]2[NH-:18])=[CH:11][CH:10]=1)[CH3:7].C(OC(=O)N)(C)(C)C.C(N(CC)CC)C.O=C1CCC(=O)N1[O:43][C:44]([C:46]1[CH:51]=[CH:50][C:49]([C:52]2[CH:57]=[CH:56][CH:55]=[CH:54][CH:53]=2)=[CH:48][CH:47]=1)=O. The catalyst is C(O)(C(F)(F)F)=O.C(Cl)Cl. The product is [CH3:1][O:2][CH2:3][CH2:4][N:5]([CH3:20])[C:6](=[N:8][C:9]1[CH:17]=[C:16]2[C:12]([CH2:13][C@@H:14]([OH:19])[C@@H:15]2[NH:18][C:44]([C:46]2[CH:51]=[CH:50][C:49]([C:52]3[CH:53]=[CH:54][CH:55]=[CH:56][CH:57]=3)=[CH:48][CH:47]=2)=[O:43])=[CH:11][CH:10]=1)[CH3:7]. The yield is 0.500. (2) The reactants are [N:1]([O-])=O.[Na+].[CH3:5][C:6]1[CH:7]=[C:8]([CH:10]=[C:11]([CH3:25])[C:12]=1[O:13][C:14]1[CH:19]=[CH:18][C:17]([O:20][CH3:21])=[C:16]([CH:22]([CH3:24])[CH3:23])[CH:15]=1)[NH2:9].Cl.[Sn](Cl)Cl. The catalyst is O.C(O)C. The product is [CH3:25][C:11]1[CH:10]=[C:8]([NH:9][NH2:1])[CH:7]=[C:6]([CH3:5])[C:12]=1[O:13][C:14]1[CH:19]=[CH:18][C:17]([O:20][CH3:21])=[C:16]([CH:22]([CH3:23])[CH3:24])[CH:15]=1. The yield is 0.450.